Dataset: Full USPTO retrosynthesis dataset with 1.9M reactions from patents (1976-2016). Task: Predict the reactants needed to synthesize the given product. (1) Given the product [C:1]([N:4]1[CH2:9][CH2:8][N:7]([C:10]2[CH:11]=[CH:12][C:13]([S:16]([N:19]([CH2:20][CH:21]([CH3:23])[CH3:22])[CH2:30][C:29]3[CH:32]=[CH:33][CH:34]=[CH:35][C:28]=3[C:27]([F:37])([F:36])[F:26])(=[O:18])=[O:17])=[CH:14][CH:15]=2)[CH2:6][CH2:5]1)(=[O:3])[CH3:2], predict the reactants needed to synthesize it. The reactants are: [C:1]([N:4]1[CH2:9][CH2:8][N:7]([C:10]2[CH:15]=[CH:14][C:13]([S:16]([NH:19][CH2:20][CH:21]([CH3:23])[CH3:22])(=[O:18])=[O:17])=[CH:12][CH:11]=2)[CH2:6][CH2:5]1)(=[O:3])[CH3:2].[H-].[Na+].[F:26][C:27]([F:37])([F:36])[C:28]1[CH:35]=[CH:34][CH:33]=[CH:32][C:29]=1[CH2:30]Br. (2) The reactants are: [Cl-].[Cl-].[Cl-].[Al+3].[H-].[Al+3].[Li+].[H-].[H-].[H-].[F:11][C:12]1[CH:13]=[CH:14][C:15]([O:21][CH3:22])=[C:16]([CH2:18][C:19]#[N:20])[CH:17]=1.[OH-].[Na+]. Given the product [F:11][C:12]1[CH:13]=[CH:14][C:15]([O:21][CH3:22])=[C:16]([CH2:18][CH2:19][NH2:20])[CH:17]=1, predict the reactants needed to synthesize it. (3) The reactants are: [C:1]([O:5][C:6](=[O:19])[NH:7][C:8]1[C:17]2[C:12](=[CH:13][CH:14]=[C:15]([OH:18])[CH:16]=2)[CH:11]=[CH:10][CH:9]=1)([CH3:4])([CH3:3])[CH3:2].C(=O)([O-])[O-].[K+].[K+].[CH2:26](Br)[C:27]1[CH:32]=[CH:31][CH:30]=[CH:29][CH:28]=1. Given the product [C:1]([O:5][C:6](=[O:19])[NH:7][C:8]1[C:17]2[C:12](=[CH:13][CH:14]=[C:15]([O:18][CH2:26][C:27]3[CH:32]=[CH:31][CH:30]=[CH:29][CH:28]=3)[CH:16]=2)[CH:11]=[CH:10][CH:9]=1)([CH3:4])([CH3:2])[CH3:3], predict the reactants needed to synthesize it. (4) The reactants are: Br[C:2]1[C:3]([F:15])=[C:4]([CH:12]=[CH:13][CH:14]=1)[O:5][CH2:6][CH:7]1[CH2:11][CH2:10][CH2:9][O:8]1.[B:16]1([B:16]2[O:20][C:19]([CH3:22])([CH3:21])[C:18]([CH3:24])([CH3:23])[O:17]2)[O:20][C:19]([CH3:22])([CH3:21])[C:18]([CH3:24])([CH3:23])[O:17]1.C([O-])(=O)C.[K+]. Given the product [F:15][C:3]1[C:4]([O:5][CH2:6][CH:7]2[CH2:11][CH2:10][CH2:9][O:8]2)=[CH:12][CH:13]=[CH:14][C:2]=1[B:16]1[O:20][C:19]([CH3:22])([CH3:21])[C:18]([CH3:24])([CH3:23])[O:17]1, predict the reactants needed to synthesize it. (5) Given the product [CH2:9]([CH2:8][NH2:3])[CH2:10][C:11]([OH:13])=[O:12].[NH2:14][CH2:15][C:16]([NH:18][CH2:19][C:20]([NH:22][CH2:23][C:24]([NH:26][CH2:27][CH2:28][C:29]([O:31][C:32]([CH3:35])([CH3:34])[CH3:33])=[O:30])=[O:25])=[O:21])=[O:17], predict the reactants needed to synthesize it. The reactants are: O=C1C=CC(=O)[N:3]1[CH2:8][CH2:9][CH2:10][C:11]([OH:13])=[O:12].[NH2:14][CH2:15][C:16]([NH:18][CH2:19][C:20]([NH:22][CH2:23][C:24]([NH:26][CH2:27][CH2:28][C:29]([O:31][C:32]([CH3:35])([CH3:34])[CH3:33])=[O:30])=[O:25])=[O:21])=[O:17].Cl.CN(C)CCCN=C=NCC. (6) Given the product [F:27][C:28]1[CH:36]=[CH:35][C:31]([C:32]([NH:16][CH:4]([CH2:5][C:6]2[CH:11]=[CH:10][C:9]([C:12]([F:13])([F:14])[F:15])=[CH:8][CH:7]=2)[CH:3]([OH:2])[C:17]2[C:26]3[C:21](=[CH:22][CH:23]=[CH:24][CH:25]=3)[CH:20]=[CH:19][CH:18]=2)=[O:33])=[CH:30][CH:29]=1, predict the reactants needed to synthesize it. The reactants are: Cl.[OH:2][CH:3]([C:17]1[C:26]2[C:21](=[CH:22][CH:23]=[CH:24][CH:25]=2)[CH:20]=[CH:19][CH:18]=1)[CH:4]([NH2:16])[CH2:5][C:6]1[CH:11]=[CH:10][C:9]([C:12]([F:15])([F:14])[F:13])=[CH:8][CH:7]=1.[F:27][C:28]1[CH:36]=[CH:35][C:31]([C:32](Cl)=[O:33])=[CH:30][CH:29]=1.C(=O)([O-])O.[Na+]. (7) Given the product [Br:1][C:2]1[CH:3]=[CH:4][C:5]([Cl:19])=[C:6]([CH2:8][C:9]2[S:13][C:12]3[CH:14]=[C:15]([O:18][CH2:21][CH3:22])[CH:16]=[CH:17][C:11]=3[CH:10]=2)[CH:7]=1, predict the reactants needed to synthesize it. The reactants are: [Br:1][C:2]1[CH:3]=[CH:4][C:5]([Cl:19])=[C:6]([CH2:8][C:9]2[S:13][C:12]3[CH:14]=[C:15]([OH:18])[CH:16]=[CH:17][C:11]=3[CH:10]=2)[CH:7]=1.I[CH2:21][CH3:22].C(=O)([O-])[O-].[K+].[K+].O.